Dataset: Reaction yield outcomes from USPTO patents with 853,638 reactions. Task: Predict the reaction yield, written as a fraction of the theoretical maximum amount of product (1.0 means a 100% yield; for example, 0.34 means a 34% yield). The reactants are C(OC([C:11]1[C:19]2[C:14](=[CH:15][CH:16]=[C:17](CCOS(C)(=O)=O)[CH:18]=2)[NH:13][C:12]=1C)=O)C1C=CC=CC=1.OC1CC[NH:32]CC1. The catalyst is O1CCOCC1. The product is [NH:13]1[C:14]2[C:19](=[CH:18][CH:17]=[CH:16][CH:15]=2)[CH:11]=[C:12]1[NH2:32]. The yield is 0.660.